This data is from Reaction yield outcomes from USPTO patents with 853,638 reactions. The task is: Predict the reaction yield, written as a fraction of the theoretical maximum amount of product (1.0 means a 100% yield; for example, 0.34 means a 34% yield). (1) The yield is 0.920. The catalyst is C([O-])(=O)C.[Pd+2].C([O-])(=O)C.O.C1(C)C=CC=CC=1. The reactants are [C:1]([Si:5]([O:8][CH:9]([CH2:14][CH2:15][C:16]1[CH:21]=[CH:20][C:19]([C:22]([CH2:41][CH3:42])([C:25]2[CH:30]=[CH:29][C:28](B3OC(C)(C)C(C)(C)O3)=[C:27]([CH3:40])[CH:26]=2)[CH2:23][CH3:24])=[CH:18][C:17]=1[CH3:43])[C:10]([CH3:13])([CH3:12])[CH3:11])([CH3:7])[CH3:6])([CH3:4])([CH3:3])[CH3:2].[CH3:44][O:45][C:46](=[O:63])[C@@H:47]([NH:55][C:56]([O:58][C:59]([CH3:62])([CH3:61])[CH3:60])=[O:57])[C:48]1[CH:53]=[CH:52][C:51](Cl)=[CH:50][CH:49]=1.C1(P(C2CCCCC2)C2C=CC=CC=2C2C(OC)=CC=CC=2OC)CCCCC1.P([O-])([O-])([O-])=O.[K+].[K+].[K+]. The product is [CH3:44][O:45][C:46](=[O:63])[C@@H:47]([NH:55][C:56]([O:58][C:59]([CH3:62])([CH3:61])[CH3:60])=[O:57])[C:48]1[CH:53]=[CH:52][C:51]([C:28]2[CH:29]=[CH:30][C:25]([C:22]([C:19]3[CH:20]=[CH:21][C:16]([CH2:15][CH2:14][CH:9]([O:8][Si:5]([C:1]([CH3:4])([CH3:3])[CH3:2])([CH3:6])[CH3:7])[C:10]([CH3:13])([CH3:12])[CH3:11])=[C:17]([CH3:43])[CH:18]=3)([CH2:23][CH3:24])[CH2:41][CH3:42])=[CH:26][C:27]=2[CH3:40])=[CH:50][CH:49]=1. (2) The reactants are [CH:1]1[CH:6]=[C:5]2[C:7](Br)=[CH:8][S:9][C:4]2=[CH:3][CH:2]=1.CN([CH:14]=[O:15])C.C[CH2:17][O:18]CC. No catalyst specified. The product is [S:9]1[C:4]2[CH:3]=[CH:2][CH:1]=[CH:6][C:5]=2[C:7]([CH:17]=[O:18])=[C:8]1[CH:14]=[O:15]. The yield is 0.600. (3) The product is [CH2:8]([O:15][C:16](=[O:31])[CH:17]([NH:23][C:24]([O:26][C:27]([CH3:30])([CH3:29])[CH3:28])=[O:25])[CH2:18][CH2:19][C:20](=[O:22])[N:40]([O:39][CH3:35])[CH3:41])[C:9]1[CH:10]=[CH:11][CH:12]=[CH:13][CH:14]=1. The reactants are CN1CCOCC1.[CH2:8]([O:15][C:16](=[O:31])[CH:17]([NH:23][C:24]([O:26][C:27]([CH3:30])([CH3:29])[CH3:28])=[O:25])[CH2:18][CH2:19][C:20]([OH:22])=O)[C:9]1[CH:14]=[CH:13][CH:12]=[CH:11][CH:10]=1.CN([C:35]([O:39][N:40]1N=NC2C=CC=N[C:41]1=2)=[N+](C)C)C.F[P-](F)(F)(F)(F)F.Cl.CNOC. The yield is 0.990. The catalyst is CN(C)C=O. (4) The catalyst is Cl. The product is [CH3:1][CH:2]1[CH2:6][CH2:5][CH2:4][N:3]1[CH2:7][CH2:8][CH2:9][O:10][C:11]1[CH:16]=[CH:15][C:14]([C:17]2[S:18][C:19]3[CH2:25][CH2:24][CH:23]([NH2:26])[CH2:22][C:20]=3[N:21]=2)=[CH:13][CH:12]=1. The reactants are [CH3:1][CH:2]1[CH2:6][CH2:5][CH2:4][N:3]1[CH2:7][CH2:8][CH2:9][O:10][C:11]1[CH:16]=[CH:15][C:14]([C:17]2[S:18][C:19]3[CH2:25][CH2:24][CH:23]([NH:26]C(=O)OCC4C=CC=CC=4)[CH2:22][C:20]=3[N:21]=2)=[CH:13][CH:12]=1.O. The yield is 0.970.